This data is from Reaction yield outcomes from USPTO patents with 853,638 reactions. The task is: Predict the reaction yield, written as a fraction of the theoretical maximum amount of product (1.0 means a 100% yield; for example, 0.34 means a 34% yield). (1) The reactants are [CH3:1][C:2]1([CH3:28])[C:14]2[CH:13]=[C:12]([C:15]3[C:20]4[S:21][C:22]5[CH:27]=[CH:26][CH:25]=[CH:24][C:23]=5[C:19]=4[CH:18]=[CH:17][CH:16]=3)[CH:11]=[CH:10][C:9]=2[C:8]2[C:3]1=[CH:4][CH:5]=[CH:6][CH:7]=2.C([Li])CCC.[B:34](OC)([O:37]C)[O:35]C.Cl. The catalyst is CCCCCC.O1CCCC1. The product is [CH3:1][C:2]1([CH3:28])[C:14]2[CH:13]=[C:12]([C:15]3[C:20]4[S:21][C:22]5[C:27]([B:34]([OH:37])[OH:35])=[CH:26][CH:25]=[CH:24][C:23]=5[C:19]=4[CH:18]=[CH:17][CH:16]=3)[CH:11]=[CH:10][C:9]=2[C:8]2[C:3]1=[CH:4][CH:5]=[CH:6][CH:7]=2. The yield is 0.340. (2) No catalyst specified. The reactants are [F:1][C:2]1[CH:3]=[C:4]([C:10]2[C:15]([C:16]3[CH:21]=[CH:20][C:19]([O:22][CH3:23])=[C:18]([F:24])[CH:17]=3)=[N:14][NH:13][C:12](=[O:25])[CH:11]=2)[CH:5]=[CH:6][C:7]=1[O:8][CH3:9].[Cl:26][C:27]1[CH:36]=[CH:35][C:30]([CH:31]=[CH:32][CH2:33]Cl)=[CH:29][CH:28]=1. The product is [F:1][C:2]1[CH:3]=[C:4]([C:10]2[C:15]([C:16]3[CH:21]=[CH:20][C:19]([O:22][CH3:23])=[C:18]([F:24])[CH:17]=3)=[N:14][N:13]([CH2:33][CH:32]=[CH:31][C:30]3[CH:35]=[CH:36][C:27]([Cl:26])=[CH:28][CH:29]=3)[C:12](=[O:25])[CH:11]=2)[CH:5]=[CH:6][C:7]=1[O:8][CH3:9]. The yield is 0.429. (3) The reactants are Br[C:2]1[CH:15]=[CH:14][C:5]([O:6][CH:7]2[CH2:12][CH2:11][CH:10]([OH:13])[CH2:9][CH2:8]2)=[CH:4][CH:3]=1.[B:16]1([B:16]2[O:20][C:19]([CH3:22])([CH3:21])[C:18]([CH3:24])([CH3:23])[O:17]2)[O:20][C:19]([CH3:22])([CH3:21])[C:18]([CH3:24])([CH3:23])[O:17]1.C([O-])(=O)C.[K+]. The product is [CH3:23][C:18]1([CH3:24])[C:19]([CH3:22])([CH3:21])[O:20][B:16]([C:2]2[CH:15]=[CH:14][C:5]([O:6][CH:7]3[CH2:12][CH2:11][CH:10]([OH:13])[CH2:9][CH2:8]3)=[CH:4][CH:3]=2)[O:17]1. The catalyst is O1CCOCC1.C(OCC)(=O)C.[Pd].C1C=CC(P(C2C=CC=CC=2)[C-]2C=CC=C2)=CC=1.C1C=CC(P(C2C=CC=CC=2)[C-]2C=CC=C2)=CC=1.[Fe+2]. The yield is 0.990. (4) The reactants are Br.Br[CH2:3][C:4]1[N:5]=[C:6]2[C:11](=[N:12][CH:13]=1)[N:10]=[C:9]([NH2:14])[N:8]=[C:7]2[NH2:15].Cl.[CH3:17][O:18][C:19]1[CH:20]=[C:21]([CH2:27][CH2:28][NH2:29])[CH:22]=[CH:23][C:24]=1[O:25][CH3:26].C(=O)(O)[O-]. The catalyst is CN(C)C(=O)C. The product is [CH3:17][O:18][C:19]1[CH:20]=[C:21]([CH2:27][CH2:28][NH:29][CH2:3][C:4]2[N:5]=[C:6]3[C:11](=[N:12][CH:13]=2)[N:10]=[C:9]([NH2:14])[N:8]=[C:7]3[NH2:15])[CH:22]=[CH:23][C:24]=1[O:25][CH3:26]. The yield is 0.196. (5) The reactants are [ClH:1].O1CCOCC1.C(OC([N:15]1[CH2:19]/[C:18](=[CH:20]\[C:21]([O:23][CH3:24])=[O:22])/[CH2:17][C@@H:16]1[C@H:25]1[O:29]C(C)(C)[N:27]([C:32](=[O:34])[CH3:33])[C@H:26]1[CH2:35][C:36]1[CH:41]=[C:40]([F:42])[CH:39]=[C:38]([F:43])[CH:37]=1)=O)(C)(C)C. No catalyst specified. The product is [ClH:1].[CH3:24][O:23][C:21](=[O:22])/[CH:20]=[C:18]1\[CH2:19][NH:15][C@@H:16]([C@@H:25]([OH:29])[C@@H:26]([NH:27][C:32](=[O:34])[CH3:33])[CH2:35][C:36]2[CH:41]=[C:40]([F:42])[CH:39]=[C:38]([F:43])[CH:37]=2)[CH2:17]\1. The yield is 0.930. (6) The reactants are CN1C=CN=C1.[Cl:7][C:8]1[S:12][C:11]([C:13]([OH:15])=O)=[CH:10][CH:9]=1.CS(Cl)(=O)=O.[NH2:21][CH2:22][C@@H:23]1[O:27][C:26](=[O:28])[N:25]([C:29]2[CH:34]=[CH:33][C:32]([N:35]3[CH2:40][CH2:39][O:38][CH2:37][C:36]3=[O:41])=[CH:31][CH:30]=2)[CH2:24]1. The catalyst is ClCCl.O. The product is [CH:33]1[C:32]([N:35]2[C:36](=[O:41])[CH2:37][O:38][CH2:39][CH2:40]2)=[CH:31][CH:30]=[C:29]([N:25]2[C:26](=[O:28])[O:27][C@@H:23]([CH2:22][NH:21][C:13]([C:11]3[S:12][C:8]([Cl:7])=[CH:9][CH:10]=3)=[O:15])[CH2:24]2)[CH:34]=1. The yield is 0.900. (7) The reactants are [C:1]([NH:4][CH2:5][CH2:6][C:7]1[CH:13]2[CH2:14][N:10]([C:11](=[O:23])[N:12]2[O:15]CC2C=CC=CC=2)[CH:9]([C:24]([NH2:26])=[O:25])[CH:8]=1)(=[O:3])[CH3:2].C(NCCC1[C@@H]2CN(C(=O)N2OCC2C=CC=CC=2)[C@H](C(N)=O)C=1)(=O)C. The catalyst is CCOC(C)=O.C(O)C.[Pd]. The product is [C:1]([NH:4][CH2:5][CH2:6][C:7]1[C@@H:13]2[CH2:14][N:10]([C:11](=[O:23])[N:12]2[OH:15])[C@H:9]([C:24]([NH2:26])=[O:25])[CH:8]=1)(=[O:3])[CH3:2]. The yield is 1.00. (8) The reactants are [C:1]([O:4][CH2:5][C:6](=[O:27])[C@@H:7]([C:20]([O:22][C:23]([CH3:26])([CH3:25])[CH3:24])=[O:21])[CH2:8][C:9]1[CH:19]=[CH:18][C:12]2[O:13][C:14]([CH3:17])([CH3:16])[O:15][C:11]=2[CH:10]=1)(=[O:3])[CH3:2].[Li].CC([O-])(C)C.CC([O-])(C)C.CC([O-])(C)C.[Al+3]. The catalyst is C(O)C. The yield is 0.980. The product is [C:1]([O:4][CH2:5][C@@H:6]([OH:27])[C@@H:7]([C:20]([O:22][C:23]([CH3:26])([CH3:25])[CH3:24])=[O:21])[CH2:8][C:9]1[CH:19]=[CH:18][C:12]2[O:13][C:14]([CH3:16])([CH3:17])[O:15][C:11]=2[CH:10]=1)(=[O:3])[CH3:2]. (9) The reactants are [Cl:1][C:2]1[C:7]([OH:8])=[CH:6][CH:5]=[CH:4][N:3]=1.[I-:9].[Na+].CC1C=CC(S(NCl)(=O)=O)=CC=1.Cl. The catalyst is CN(C)C=O.CCCCCC.C(OCC)(=O)C.O. The product is [Cl:1][C:2]1[C:7]([OH:8])=[CH:6][CH:5]=[C:4]([I:9])[N:3]=1. The yield is 0.910. (10) The product is [CH3:1][O:2][C:3]1[CH:35]=[C:34]([O:36][CH3:37])[CH:33]=[CH:32][C:4]=1[CH2:5][N:6]1[C:11]([C:12]2[CH:13]=[C:14]3[C:18](=[CH:19][CH:20]=2)[N:17]([CH3:21])[C:16]([CH2:22][CH2:23][O:24][S:46]([CH3:45])(=[O:48])=[O:47])=[CH:15]3)=[C:10]([CH2:25][CH3:26])[CH:9]=[C:8]([C:27]([O:29][CH3:30])=[O:28])[C:7]1=[O:31]. The catalyst is C(Cl)Cl. The reactants are [CH3:1][O:2][C:3]1[CH:35]=[C:34]([O:36][CH3:37])[CH:33]=[CH:32][C:4]=1[CH2:5][N:6]1[C:11]([C:12]2[CH:13]=[C:14]3[C:18](=[CH:19][CH:20]=2)[N:17]([CH3:21])[C:16]([CH2:22][CH2:23][OH:24])=[CH:15]3)=[C:10]([CH2:25][CH3:26])[CH:9]=[C:8]([C:27]([O:29][CH3:30])=[O:28])[C:7]1=[O:31].CCN(CC)CC.[CH3:45][S:46](Cl)(=[O:48])=[O:47]. The yield is 1.00.